Dataset: Full USPTO retrosynthesis dataset with 1.9M reactions from patents (1976-2016). Task: Predict the reactants needed to synthesize the given product. (1) The reactants are: Cl.[C:2]([NH:6][CH2:7][C:8]([OH:10])=[O:9])([CH3:5])([CH3:4])[CH3:3].[F:11][C:12]([F:23])([F:22])[C:13]1[CH:14]=[C:15]([CH:19]=[CH:20][CH:21]=1)[C:16](O)=[O:17].C(N(CC)C(C)C)(C)C.C(Cl)CCl. Given the product [C:2]([N:6]([C:16](=[O:17])[C:15]1[CH:19]=[CH:20][CH:21]=[C:13]([C:12]([F:11])([F:22])[F:23])[CH:14]=1)[CH2:7][C:8]([OH:10])=[O:9])([CH3:5])([CH3:4])[CH3:3], predict the reactants needed to synthesize it. (2) Given the product [Cl:1][C:2]1[CH:19]=[CH:18][CH:17]=[C:4]2[C:3]=1[CH:42]([OH:43])[N:7]([C:8]([CH3:16])([C:10]1[CH:11]=[CH:12][CH:13]=[CH:14][CH:15]=1)[CH3:9])[C:5]2=[O:6], predict the reactants needed to synthesize it. The reactants are: [Cl:1][C:2]1[CH:3]=[C:4]([CH:17]=[CH:18][CH:19]=1)[C:5]([NH:7][C:8]([CH3:16])([C:10]1[CH:15]=[CH:14][CH:13]=[CH:12][CH:11]=1)[CH3:9])=[O:6].CN(CCN(C)C)C.C([Li])(CC)C.CCCCCC.CN([CH:42]=[O:43])C. (3) Given the product [F:17][C:18]1[CH:19]=[CH:20][CH:21]=[CH:22][C:23]=1[C:2]1[N:3]=[C:4]2[C:10]([C:11](=[O:16])[C:12]([CH3:15])([CH3:14])[CH3:13])=[CH:9][NH:8][C:5]2=[N:6][CH:7]=1, predict the reactants needed to synthesize it. The reactants are: Br[C:2]1[N:3]=[C:4]2[C:10]([C:11](=[O:16])[C:12]([CH3:15])([CH3:14])[CH3:13])=[CH:9][NH:8][C:5]2=[N:6][CH:7]=1.[F:17][C:18]1[CH:19]=[C:20](B(O)O)[CH:21]=[CH:22][CH:23]=1. (4) Given the product [F:18][C:19]([F:21])([F:20])[C:4]1[C:5](=[O:10])[NH:6][C:7](=[O:9])[NH:8][C:3]=1[C:2]([F:1])([F:11])[F:12], predict the reactants needed to synthesize it. The reactants are: [F:1][C:2]([F:12])([F:11])[C:3]1[NH:8][C:7](=[O:9])[NH:6][C:5](=[O:10])[CH:4]=1.S(=O)(=O)(O)O.[F:18][C:19](I)([F:21])[F:20].OO. (5) Given the product [Cl:1][C:2]1[C:7]([NH:8][C:9]2[N:14]=[C:13]([NH:15][CH:25]3[CH2:27][CH2:26]3)[C:12]3=[N:28][CH:29]=[C:30]([C:31]#[N:32])[N:11]3[N:10]=2)=[CH:6][C:5]([C:33]#[N:34])=[CH:4][C:3]=1[N:35]1[CH2:40][CH2:39][C@@H:38]([NH:41][C:42](=[O:45])[O:43][CH3:44])[C@H:37]([O:46][P:47]([OH:50])([OH:49])=[O:48])[CH2:36]1, predict the reactants needed to synthesize it. The reactants are: [Cl:1][C:2]1[C:7]([NH:8][C:9]2[N:14]=[C:13]([N:15]([CH:25]3[CH2:27][CH2:26]3)CC3C=CC(OC)=CC=3)[C:12]3=[N:28][CH:29]=[C:30]([C:31]#[N:32])[N:11]3[N:10]=2)=[CH:6][C:5]([C:33]#[N:34])=[CH:4][C:3]=1[N:35]1[CH2:40][CH2:39][C@@H:38]([NH:41][C:42](=[O:45])[O:43][CH3:44])[C@H:37]([O:46][P:47]([OH:50])([OH:49])=[O:48])[CH2:36]1.C1(OC)C=CC=CC=1.C(O)(C(F)(F)F)=O.